From a dataset of Experimentally validated miRNA-target interactions with 360,000+ pairs, plus equal number of negative samples. Binary Classification. Given a miRNA mature sequence and a target amino acid sequence, predict their likelihood of interaction. (1) The miRNA is hsa-miR-151a-5p with sequence UCGAGGAGCUCACAGUCUAGU. The protein sequence of the target gene is MARARPSVAGGGVAAPPERAGPGRPRRSRTGHHCDPECPGLRAAPRTPGPGAGRRAAKLRPGRGWWALLLLQLHLLRALAQDDVAPYFKTEPGLPQIHLEGNRLVLTCLAEGSWPLEFKWIRNDSELTTYSSEYKYIIPSLQKLDAGFYRCVVRNRMGALLQRKSEIQVAYMGNFMDTDQRKTVSQGHAALLNLLPIVSCPQPQVTWFREGHKIIPSSRIAITLENQLVILATTASDAGAYYVQAVNEKNGENKTSPFIHLSVARDTGTHEAMAPIIVVAPGNRSVVAGSSETTLECIAN.... Result: 0 (no interaction). (2) The miRNA is gga-miR-128-3p with sequence UCACAGUGAACCGGUCUCUUU. The protein sequence of the target gene is MEHQLLCCEVETIRRAYPDTNLLNDRVLRAMLKTEETCAPSVSYFKCVQREIVPSMRKIVATWMLEVCEEQKCEEEVFPLAMNYLDRFLSLEPLKKSRLQLLGATCMFVASKMKETIPLTAEKLCIYTDNSIRPEELLQMELLLVNKLKWNLAAMTPHDFIEHFLSKMPEADENKQIIRKHAQTFVALCATDVKFISNPPSMVAAGSVVAAMQGLNLGSPNNFLSCYRTTHFLSRVIKCDPDCLRACQEQIEALLESSLRQAQQNIDPKATEEEGEVEEEAGLACTPTDVRDVDI. Result: 0 (no interaction). (3) The protein sequence of the target gene is MSVQTYLVAYNVLQILGWSAILVKTVLGLANGLTWPQLYESVEFELKIFQTAAILEVIHAIVGLVRSPVGTTAMQVTSRVVLVWPILHLCSTARFSIGVPLLLVAWSVTEVIRYSFYALSVLKQPIPYFLLYLRYTLFYVLYPMGVSGELLTLFASLNEVDEKKILTLEMPNRLNMGISFWWVLIIAALSYIPGFPQLYFYMIGQRKKILGGGSKKKQ. Result: 0 (no interaction). The miRNA is hsa-miR-4420 with sequence GUCACUGAUGUCUGUAGCUGAG.